From a dataset of NCI-60 drug combinations with 297,098 pairs across 59 cell lines. Regression. Given two drug SMILES strings and cell line genomic features, predict the synergy score measuring deviation from expected non-interaction effect. (1) Drug 1: CN1C2=C(C=C(C=C2)N(CCCl)CCCl)N=C1CCCC(=O)O.Cl. Drug 2: CN(C(=O)NC(C=O)C(C(C(CO)O)O)O)N=O. Cell line: K-562. Synergy scores: CSS=14.4, Synergy_ZIP=-3.99, Synergy_Bliss=-0.442, Synergy_Loewe=1.72, Synergy_HSA=2.96. (2) Drug 1: CC1=C(C=C(C=C1)NC(=O)C2=CC=C(C=C2)CN3CCN(CC3)C)NC4=NC=CC(=N4)C5=CN=CC=C5. Drug 2: CC1C(C(CC(O1)OC2CC(CC3=C2C(=C4C(=C3O)C(=O)C5=CC=CC=C5C4=O)O)(C(=O)C)O)N)O. Cell line: SK-MEL-28. Synergy scores: CSS=52.3, Synergy_ZIP=1.16, Synergy_Bliss=3.92, Synergy_Loewe=-41.2, Synergy_HSA=2.44. (3) Drug 1: CC(C1=C(C=CC(=C1Cl)F)Cl)OC2=C(N=CC(=C2)C3=CN(N=C3)C4CCNCC4)N. Drug 2: CN1C2=C(C=C(C=C2)N(CCCl)CCCl)N=C1CCCC(=O)O.Cl. Cell line: MDA-MB-231. Synergy scores: CSS=16.5, Synergy_ZIP=-3.05, Synergy_Bliss=4.89, Synergy_Loewe=1.71, Synergy_HSA=6.30. (4) Drug 1: C1CCC(CC1)NC(=O)N(CCCl)N=O. Drug 2: CC1=C(C(=O)C2=C(C1=O)N3CC4C(C3(C2COC(=O)N)OC)N4)N. Cell line: T-47D. Synergy scores: CSS=15.7, Synergy_ZIP=-7.87, Synergy_Bliss=-5.42, Synergy_Loewe=-10.9, Synergy_HSA=-3.51.